Predict the reaction yield, written as a fraction of the theoretical maximum amount of product (1.0 means a 100% yield; for example, 0.34 means a 34% yield). From a dataset of Reaction yield outcomes from USPTO patents with 853,638 reactions. (1) The reactants are Cl[C:2]1[CH:3]=[CH:4][C:5]2[O:14][CH2:13][CH2:12][C:11]3[CH:10]=[C:9]([C:15]4[N:16]([C:20]5[CH:25]=[CH:24][C:23]([F:26])=[CH:22][C:21]=5[F:27])[N:17]=[CH:18][N:19]=4)[S:8][C:7]=3[C:6]=2[N:28]=1.C[Si](C)(C)[O:31][CH2:32][CH:33]([NH2:35])[CH3:34].CC([O-])(C)C.[Na+].CC(C1C=C(C(C)C)C(C2C=CC=CC=2P(C2CCCCC2)C2CCCCC2)=C(C(C)C)C=1)C. The catalyst is O1CCOCC1.CC([O-])=O.CC([O-])=O.[Pd+2]. The product is [F:27][C:21]1[CH:22]=[C:23]([F:26])[CH:24]=[CH:25][C:20]=1[N:16]1[C:15]([C:9]2[S:8][C:7]3[C:6]4[N:28]=[C:2]([NH:35][CH:33]([CH3:34])[CH2:32][OH:31])[CH:3]=[CH:4][C:5]=4[O:14][CH2:13][CH2:12][C:11]=3[CH:10]=2)=[N:19][CH:18]=[N:17]1. The yield is 0.130. (2) The reactants are [Cl:1][C:2]1[C:3]2[CH:10](O)[CH:9]([C:12]([O:14][C:15]([CH3:18])([CH3:17])[CH3:16])=[O:13])[NH:8][C:4]=2[N:5]=[CH:6][N:7]=1.[H-].[Na+]. The catalyst is CN(C=O)C. The product is [C:15]([O:14][C:12]([C:9]1[NH:8][C:4]2[N:5]=[CH:6][N:7]=[C:2]([Cl:1])[C:3]=2[CH:10]=1)=[O:13])([CH3:18])([CH3:16])[CH3:17]. The yield is 0.704. (3) The reactants are [F:1][C:2]1[CH:3]=[N:4][CH:5]=[C:6]([F:9])[C:7]=1[S-:8].[Na+].Cl[C:12]1[S:16][C:15]([C:17]([O:19][CH3:20])=[O:18])=[CH:14][C:13]=1[N+:21]([O-:23])=[O:22]. No catalyst specified. The product is [F:1][C:2]1[CH:3]=[N:4][CH:5]=[C:6]([F:9])[C:7]=1[S:8][C:12]1[S:16][C:15]([C:17]([O:19][CH3:20])=[O:18])=[CH:14][C:13]=1[N+:21]([O-:23])=[O:22]. The yield is 0.670. (4) The reactants are [F:1][C:2]1[CH:3]=[C:4]([CH:6]=[CH:7][C:8]=1[N+:9]([O-:11])=[O:10])[NH2:5].[Br:12]Br.C([O-])([O-])=O.[Na+].[Na+]. The catalyst is C(O)(=O)C. The product is [Br:12][C:6]1[CH:7]=[C:8]([N+:9]([O-:11])=[O:10])[C:2]([F:1])=[CH:3][C:4]=1[NH2:5]. The yield is 0.840. (5) The yield is 0.550. The reactants are [CH2:1]([C:5]1[N:9]([CH2:10][C:11]2[CH:16]=[CH:15][C:14]([C:17]3[C:18]([C:23]#[N:24])=[CH:19][CH:20]=[CH:21][CH:22]=3)=[CH:13][CH:12]=2)[C:8](=[O:25])[NH:7][N:6]=1)[CH2:2][CH2:3][CH3:4].CN(C)C=O.[H-].[Na+].Br[CH2:34][CH2:35][C:36]1[CH:41]=[CH:40][CH:39]=[CH:38][CH:37]=1. The catalyst is C(OCC)(=O)C. The product is [CH2:1]([C:5]1[N:9]([CH2:10][C:11]2[CH:16]=[CH:15][C:14]([C:17]3[C:18]([C:23]#[N:24])=[CH:19][CH:20]=[CH:21][CH:22]=3)=[CH:13][CH:12]=2)[C:8](=[O:25])[N:7]([CH2:34][CH2:35][C:36]2[CH:41]=[CH:40][CH:39]=[CH:38][CH:37]=2)[N:6]=1)[CH2:2][CH2:3][CH3:4]. (6) The reactants are N1C2C(=CC=CC=2)C=CC=1.[CH3:11][CH:12]1[CH2:26][CH2:25][O:24][C:23](=[O:27])[CH2:22][CH:21]=[CH:20][CH2:19][CH2:18][CH2:17][C:16]#[C:15][CH2:14][CH2:13]1. The catalyst is C(O)C.[Pd].[O-]S([O-])(=O)=O.[Ba+2]. The product is [CH3:11][CH:12]1[CH2:26][CH2:25][O:24][C:23](=[O:27])[CH2:22][CH:21]=[CH:20][CH2:19][CH2:18][CH2:17][CH:16]=[CH:15][CH2:14][CH2:13]1. The yield is 0.920.